Predict the product of the given reaction. From a dataset of Forward reaction prediction with 1.9M reactions from USPTO patents (1976-2016). (1) The product is: [F:14][C:15]([F:26])([F:25])[C:16]([N:1]1[CH2:8][CH2:7][C:6](=[O:9])[NH:5][CH2:4][C:3]2[CH:10]=[CH:11][CH:12]=[CH:13][C:2]1=2)=[O:17]. Given the reactants [NH:1]1[CH2:8][CH2:7][C:6](=[O:9])[NH:5][CH2:4][C:3]2[CH:10]=[CH:11][CH:12]=[CH:13][C:2]1=2.[F:14][C:15]([F:26])([F:25])[C:16](O[C:16](=[O:17])[C:15]([F:26])([F:25])[F:14])=[O:17], predict the reaction product. (2) Given the reactants [C:9](O[C:9]([O:11][C:12]([CH3:15])([CH3:14])[CH3:13])=[O:10])([O:11][C:12]([CH3:15])([CH3:14])[CH3:13])=[O:10].[NH2:16][CH2:17][CH:18]([OH:21])[CH2:19][OH:20], predict the reaction product. The product is: [OH:21][CH:18]([CH2:19][OH:20])[CH2:17][NH:16][C:9](=[O:10])[O:11][C:12]([CH3:13])([CH3:14])[CH3:15]. (3) Given the reactants [Cl-].[Li+].C([Mg]Cl)(C)C.I[C:9]1[CH:14]=[CH:13][N:12]=[C:11]([C:15]([F:18])([F:17])[F:16])[CH:10]=1.CC1CCCO1.[CH2:25]([O:27][C:28]1[C:29]([C:42](Cl)=[O:43])=[N:30][N:31]([C:35]2[CH:40]=[CH:39][C:38]([F:41])=[CH:37][CH:36]=2)[C:32](=[O:34])[CH:33]=1)[CH3:26], predict the reaction product. The product is: [CH2:25]([O:27][C:28]1[C:29]([C:42]([C:9]2[CH:14]=[CH:13][N:12]=[C:11]([C:15]([F:18])([F:17])[F:16])[CH:10]=2)=[O:43])=[N:30][N:31]([C:35]2[CH:40]=[CH:39][C:38]([F:41])=[CH:37][CH:36]=2)[C:32](=[O:34])[CH:33]=1)[CH3:26]. (4) Given the reactants [Cl:1][C:2]1[C:19]([CH2:20][N:21]2[CH2:40][CH2:39][C:24]3([O:29][CH2:28][CH2:27][N:26]([C:30]([C:32]4[N:33]=[C:34]([CH2:37][CH3:38])[S:35][CH:36]=4)=[O:31])[CH2:25]3)[CH2:23][CH2:22]2)=[CH:18][CH:17]=[CH:16][C:3]=1[CH2:4][CH2:5][O:6][CH2:7][CH2:8][C:9]([O:11]C(C)(C)C)=[O:10], predict the reaction product. The product is: [Cl:1][C:2]1[C:19]([CH2:20][N:21]2[CH2:22][CH2:23][C:24]3([O:29][CH2:28][CH2:27][N:26]([C:30]([C:32]4[N:33]=[C:34]([CH2:37][CH3:38])[S:35][CH:36]=4)=[O:31])[CH2:25]3)[CH2:39][CH2:40]2)=[CH:18][CH:17]=[CH:16][C:3]=1[CH2:4][CH2:5][O:6][CH2:7][CH2:8][C:9]([OH:11])=[O:10]. (5) Given the reactants Cl[C:2]1[CH:7]=[C:6]([C:8]([F:11])([F:10])[F:9])[N:5]=[C:4]([C:12]2[CH:17]=[CH:16][N:15]=[CH:14][CH:13]=2)[N:3]=1.[CH3:18][C:19]1[CH:25]=[CH:24][C:23]([N+:26]([O-:28])=[O:27])=[CH:22][C:20]=1[NH2:21].Cl.[OH-].[Na+], predict the reaction product. The product is: [CH3:18][C:19]1[CH:25]=[CH:24][C:23]([N+:26]([O-:28])=[O:27])=[CH:22][C:20]=1[NH:21][C:2]1[CH:7]=[C:6]([C:8]([F:11])([F:10])[F:9])[N:5]=[C:4]([C:12]2[CH:17]=[CH:16][N:15]=[CH:14][CH:13]=2)[N:3]=1. (6) Given the reactants [NH:1]1[C:9]2[C:4](=[CH:5][C:6]([C:10]3[C:14]4[C:15]([NH2:19])=[N:16][CH:17]=[CH:18][C:13]=4[O:12][CH:11]=3)=[CH:7][CH:8]=2)[CH2:3][CH2:2]1.[F:20][C:21]1[CH:22]=[C:23]([CH2:28][C:29](O)=[O:30])[CH:24]=[C:25]([CH3:27])[CH:26]=1.CN(C(ON1N=NC2C=CC=NC1=2)=[N+](C)C)C.F[P-](F)(F)(F)(F)F.CCN(C(C)C)C(C)C, predict the reaction product. The product is: [F:20][C:21]1[CH:22]=[C:23]([CH2:28][C:29]([N:1]2[C:9]3[C:4](=[CH:5][C:6]([C:10]4[C:14]5[C:15]([NH2:19])=[N:16][CH:17]=[CH:18][C:13]=5[O:12][CH:11]=4)=[CH:7][CH:8]=3)[CH2:3][CH2:2]2)=[O:30])[CH:24]=[C:25]([CH3:27])[CH:26]=1. (7) Given the reactants [Cl:1][C:2]1[C:7]([Cl:8])=[CH:6][CH:5]=[CH:4][C:3]=1[N:9]1[C:13](I)=[CH:12][C:11]([C:15]([F:18])([F:17])[F:16])=[N:10]1.[C:19]([Cu])#[N:20], predict the reaction product. The product is: [Cl:1][C:2]1[C:7]([Cl:8])=[CH:6][CH:5]=[CH:4][C:3]=1[N:9]1[C:13]([C:19]#[N:20])=[CH:12][C:11]([C:15]([F:18])([F:17])[F:16])=[N:10]1. (8) Given the reactants C(P(CCCC)CCCC)CCC.[CH2:14]([O:16][C:17](=[O:27])[CH2:18][CH2:19][C:20]1[CH:25]=[CH:24][C:23]([OH:26])=[CH:22][CH:21]=1)[CH3:15].[Br:28][C:29]1[CH:34]=[CH:33][C:32]([C:35]([C:39]2[CH:44]=[CH:43][C:42]([Br:45])=[CH:41][CH:40]=2)=[CH:36][CH2:37]O)=[CH:31][CH:30]=1, predict the reaction product. The product is: [CH2:14]([O:16][C:17](=[O:27])[CH2:18][CH2:19][C:20]1[CH:21]=[CH:22][C:23]([O:26][CH2:37][CH:36]=[C:35]([C:32]2[CH:31]=[CH:30][C:29]([Br:28])=[CH:34][CH:33]=2)[C:39]2[CH:40]=[CH:41][C:42]([Br:45])=[CH:43][CH:44]=2)=[CH:24][CH:25]=1)[CH3:15].